From a dataset of Reaction yield outcomes from USPTO patents with 853,638 reactions. Predict the reaction yield, written as a fraction of the theoretical maximum amount of product (1.0 means a 100% yield; for example, 0.34 means a 34% yield). (1) The reactants are Cl[CH2:2][CH2:3][O:4][C:5]1[C:13]2[C:8](=[N:9][CH:10]=[N:11][C:12]=2[NH:14][C:15]2[CH:20]=[CH:19][C:18]([O:21][CH2:22][C:23]3[CH:28]=[CH:27][CH:26]=[CH:25][N:24]=3)=[C:17]([Cl:29])[CH:16]=2)[NH:7][N:6]=1.[NH:30]1[CH2:35][CH2:34][O:33][CH2:32][CH2:31]1. No catalyst specified. The product is [Cl:29][C:17]1[CH:16]=[C:15]([NH:14][C:12]2[N:11]=[CH:10][N:9]=[C:8]3[NH:7][N:6]=[C:5]([O:4][CH2:3][CH2:2][N:30]4[CH2:35][CH2:34][O:33][CH2:32][CH2:31]4)[C:13]=23)[CH:20]=[CH:19][C:18]=1[O:21][CH2:22][C:23]1[CH:28]=[CH:27][CH:26]=[CH:25][N:24]=1. The yield is 0.400. (2) The reactants are [NH2:1][CH2:2][CH2:3][C:4]([C:6]1[CH:20]=[CH:19][C:9]2[N:10]=[C:11]([NH:13][C:14]([NH:16][CH2:17][CH3:18])=[O:15])[S:12][C:8]=2[CH:7]=1)=[O:5].C(N(CC)CC)C.[F:28][C:29]1[CH:37]=[CH:36][C:35]([F:38])=[CH:34][C:30]=1[C:31](Cl)=[O:32]. The catalyst is CN(C=O)C. The product is [CH2:17]([NH:16][C:14]([NH:13][C:11]1[S:12][C:8]2[CH:7]=[C:6]([C:4](=[O:5])[CH2:3][CH2:2][NH:1][C:31](=[O:32])[C:30]3[CH:34]=[C:35]([F:38])[CH:36]=[CH:37][C:29]=3[F:28])[CH:20]=[CH:19][C:9]=2[N:10]=1)=[O:15])[CH3:18]. The yield is 0.220.